This data is from NCI-60 drug combinations with 297,098 pairs across 59 cell lines. The task is: Regression. Given two drug SMILES strings and cell line genomic features, predict the synergy score measuring deviation from expected non-interaction effect. (1) Drug 1: CCC1=C2CN3C(=CC4=C(C3=O)COC(=O)C4(CC)O)C2=NC5=C1C=C(C=C5)O. Drug 2: CCC1(CC2CC(C3=C(CCN(C2)C1)C4=CC=CC=C4N3)(C5=C(C=C6C(=C5)C78CCN9C7C(C=CC9)(C(C(C8N6C)(C(=O)OC)O)OC(=O)C)CC)OC)C(=O)OC)O.OS(=O)(=O)O. Cell line: EKVX. Synergy scores: CSS=2.69, Synergy_ZIP=-0.731, Synergy_Bliss=-0.743, Synergy_Loewe=-6.20, Synergy_HSA=-2.44. (2) Drug 1: CC1=CC2C(CCC3(C2CCC3(C(=O)C)OC(=O)C)C)C4(C1=CC(=O)CC4)C. Drug 2: C1=NC2=C(N=C(N=C2N1C3C(C(C(O3)CO)O)F)Cl)N. Cell line: A498. Synergy scores: CSS=20.9, Synergy_ZIP=-10.8, Synergy_Bliss=-2.66, Synergy_Loewe=-1.62, Synergy_HSA=-1.25. (3) Drug 1: CCC(=C(C1=CC=CC=C1)C2=CC=C(C=C2)OCCN(C)C)C3=CC=CC=C3.C(C(=O)O)C(CC(=O)O)(C(=O)O)O. Drug 2: CCN(CC)CCNC(=O)C1=C(NC(=C1C)C=C2C3=C(C=CC(=C3)F)NC2=O)C. Cell line: PC-3. Synergy scores: CSS=4.10, Synergy_ZIP=-1.55, Synergy_Bliss=-0.252, Synergy_Loewe=-3.71, Synergy_HSA=-1.50. (4) Drug 1: CNC(=O)C1=CC=CC=C1SC2=CC3=C(C=C2)C(=NN3)C=CC4=CC=CC=N4. Drug 2: CC1=C2C(C(=O)C3(C(CC4C(C3C(C(C2(C)C)(CC1OC(=O)C(C(C5=CC=CC=C5)NC(=O)OC(C)(C)C)O)O)OC(=O)C6=CC=CC=C6)(CO4)OC(=O)C)O)C)O. Cell line: SNB-19. Synergy scores: CSS=44.2, Synergy_ZIP=12.8, Synergy_Bliss=12.4, Synergy_Loewe=-17.7, Synergy_HSA=13.0. (5) Drug 1: C1CN(CCN1C(=O)CCBr)C(=O)CCBr. Drug 2: C(CN)CNCCSP(=O)(O)O. Cell line: OVCAR-5. Synergy scores: CSS=5.62, Synergy_ZIP=-4.46, Synergy_Bliss=-3.17, Synergy_Loewe=-14.1, Synergy_HSA=-3.84.